From a dataset of Reaction yield outcomes from USPTO patents with 853,638 reactions. Predict the reaction yield, written as a fraction of the theoretical maximum amount of product (1.0 means a 100% yield; for example, 0.34 means a 34% yield). (1) The reactants are B.C1COCC1.[CH3:7][C:8]1[C:13]([N+:14]([O-:16])=[O:15])=[CH:12][CH:11]=[CH:10][C:9]=1[CH2:17][C:18]([NH:20][CH2:21][CH2:22][CH3:23])=O. The catalyst is C1COCC1. The product is [CH3:7][C:8]1[C:13]([N+:14]([O-:16])=[O:15])=[CH:12][CH:11]=[CH:10][C:9]=1[CH2:17][CH2:18][NH:20][CH2:21][CH2:22][CH3:23]. The yield is 0.450. (2) The reactants are C1C=CC(P(C2C(C3C(P(C4C=CC=CC=4)C4C=CC=CC=4)=CC=C4C=3C=CC=C4)=C3C(C=CC=C3)=CC=2)C2C=CC=CC=2)=CC=1.Br[C:48]1[CH:49]=[C:50]([CH:53]=[CH:54][C:55]=1[N+:56]([O-:58])=[O:57])[C:51]#[N:52].[NH2:59][C:60]1[N:68]=[C:67]2[C:63]([NH:64][C:65](=[O:75])[N:66]2[CH:69]2[CH2:74][CH2:73][O:72][CH2:71][CH2:70]2)=[C:62]([Cl:76])[N:61]=1.C(=O)([O-])[O-].[Cs+].[Cs+]. The catalyst is C1(C)C=CC=CC=1.CC([O-])=O.CC([O-])=O.[Pd+2]. The product is [Cl:76][C:62]1[N:61]=[C:60]([NH:59][C:48]2[CH:49]=[C:50]([CH:53]=[CH:54][C:55]=2[N+:56]([O-:58])=[O:57])[C:51]#[N:52])[N:68]=[C:67]2[C:63]=1[NH:64][C:65](=[O:75])[N:66]2[CH:69]1[CH2:70][CH2:71][O:72][CH2:73][CH2:74]1. The yield is 0.300.